Predict the reactants needed to synthesize the given product. From a dataset of Full USPTO retrosynthesis dataset with 1.9M reactions from patents (1976-2016). (1) Given the product [Br:22][C:19]1[CH:20]=[CH:21][C:16]([C:4]2([CH2:3][NH:2][C:48]([CH:42]3[CH2:47][CH2:46][CH2:45][CH2:44][CH2:43]3)=[O:49])[C:12]3[C:7](=[CH:8][CH:9]=[CH:10][CH:11]=3)[C:6]3=[N:13][CH:14]=[CH:15][N:5]23)=[CH:17][CH:18]=1, predict the reactants needed to synthesize it. The reactants are: [Cl-].[NH2:2][CH2:3][C:4]1([C:16]2[CH:21]=[CH:20][C:19]([Br:22])=[CH:18][CH:17]=2)[C:12]2[C:7](=[CH:8][CH:9]=[CH:10][CH:11]=2)[C:6]2=[NH+:13][CH:14]=[CH:15][N:5]12.C1C=NC2N(O)N=NC=2C=1.CCN(C(C)C)C(C)C.[CH:42]1([C:48](O)=[O:49])[CH2:47][CH2:46][CH2:45][CH2:44][CH2:43]1. (2) Given the product [CH3:23][C:19]1[N:18]=[C:17]2[N:13]([CH2:12][C:9]3[CH:8]=[CH:7][C:6](/[CH:5]=[CH:4]/[CH2:3][OH:2])=[CH:11][CH:10]=3)[C:14]([CH2:24][CH2:25][CH3:26])=[N:15][C:16]2=[C:21]([CH3:22])[CH:20]=1, predict the reactants needed to synthesize it. The reactants are: C[O:2][C:3](=O)/[CH:4]=[CH:5]/[C:6]1[CH:11]=[CH:10][C:9]([CH2:12][N:13]2[C:17]3=[N:18][C:19]([CH3:23])=[CH:20][C:21]([CH3:22])=[C:16]3[N:15]=[C:14]2[CH2:24][CH2:25][CH3:26])=[CH:8][CH:7]=1.CC(C[AlH]CC(C)C)C. (3) Given the product [NH2:8][C@@H:9]([C:11]1[C:12]([F:43])=[C:13]([C:17]2[CH:22]=[C:21]([S:23]([CH3:26])(=[O:25])=[O:24])[CH:20]=[C:19]([CH2:27][O:28][C:29]3[CH:34]=[CH:33][CH:32]=[CH:31][C:30]=3[CH2:35][C:36]([OH:38])=[O:37])[CH:18]=2)[CH:14]=[CH:15][CH:16]=1)[CH3:10], predict the reactants needed to synthesize it. The reactants are: C(OC([NH:8][C@@H:9]([C:11]1[C:12]([F:43])=[C:13]([C:17]2[CH:22]=[C:21]([S:23]([CH3:26])(=[O:25])=[O:24])[CH:20]=[C:19]([CH2:27][O:28][C:29]3[CH:34]=[CH:33][CH:32]=[CH:31][C:30]=3[CH2:35][C:36]([O:38]C(C)(C)C)=[O:37])[CH:18]=2)[CH:14]=[CH:15][CH:16]=1)[CH3:10])=O)(C)(C)C.Cl. (4) Given the product [CH2:1]([O:5][C:6]1[CH:11]=[C:10]([O:12][CH2:13][CH:14]([CH3:16])[CH3:15])[CH:9]=[CH:8][C:7]=1[CH:17]([NH:36][S:37]([CH3:40])(=[O:39])=[O:38])[C:18]1[CH:19]=[CH:20][C:21]([O:31][CH2:32][CH:33]([CH3:34])[CH3:35])=[C:22]([CH2:24][CH2:25][C:26]([OH:28])=[O:27])[CH:23]=1)[CH:2]([CH3:3])[CH3:4], predict the reactants needed to synthesize it. The reactants are: [CH2:1]([O:5][C:6]1[CH:11]=[C:10]([O:12][CH2:13][CH:14]([CH3:16])[CH3:15])[CH:9]=[CH:8][C:7]=1[CH:17]([NH:36][S:37]([CH3:40])(=[O:39])=[O:38])[C:18]1[CH:19]=[CH:20][C:21]([O:31][CH2:32][CH:33]([CH3:35])[CH3:34])=[C:22]([CH2:24][CH2:25][C:26]([O:28]CC)=[O:27])[CH:23]=1)[CH:2]([CH3:4])[CH3:3].[OH-].[Na+].O.Cl. (5) The reactants are: [CH2:1]([O:8][CH:9]1[CH2:12][N:11](C(OC(C)(C)C)=O)[CH2:10]1)[C:2]1[CH:7]=[CH:6][CH:5]=[CH:4][CH:3]=1.[ClH:20]. Given the product [ClH:20].[CH2:1]([O:8][CH:9]1[CH2:10][NH:11][CH2:12]1)[C:2]1[CH:3]=[CH:4][CH:5]=[CH:6][CH:7]=1, predict the reactants needed to synthesize it. (6) Given the product [Cl:1][C:2]1[CH:3]=[N:4][C:5]2[N:6]([N:8]=[C:9]([C:11]([N:53]3[CH2:54][CH2:55][C:56]4[S:47][C:48](=[O:57])[NH:49][C:50]=4[CH2:51][CH2:52]3)=[O:13])[CH:10]=2)[CH:7]=1, predict the reactants needed to synthesize it. The reactants are: [Cl:1][C:2]1[CH:3]=[N:4][C:5]2[N:6]([N:8]=[C:9]([C:11]([OH:13])=O)[CH:10]=2)[CH:7]=1.CN(C(ON1N=NC2C=CC=NC1=2)=[N+](C)C)C.F[P-](F)(F)(F)(F)F.CCN(C(C)C)C(C)C.[S:47]1[C:56]2[CH2:55][CH2:54][NH:53][CH2:52][CH2:51][C:50]=2[NH:49][C:48]1=[O:57]. (7) Given the product [Cl:1][C:2]1[C:27]([OH:28])=[CH:26][C:5]2[C:6]([C:9]3[C:10]([CH2:23][CH2:24][CH3:25])=[N:11][CH:12]=[CH:13][C:14]=3[O:15][C:16]3[CH:17]=[CH:18][C:19]([Cl:22])=[CH:20][CH:21]=3)=[N:7][O:8][C:4]=2[CH:3]=1, predict the reactants needed to synthesize it. The reactants are: [Cl:1][C:2]1[C:27]([O:28]C)=[CH:26][C:5]2[C:6]([C:9]3[C:10]([CH2:23][CH2:24][CH3:25])=[N:11][CH:12]=[CH:13][C:14]=3[O:15][C:16]3[CH:21]=[CH:20][C:19]([Cl:22])=[CH:18][CH:17]=3)=[N:7][O:8][C:4]=2[CH:3]=1.